Dataset: Aqueous solubility values for 9,982 compounds from the AqSolDB database. Task: Regression/Classification. Given a drug SMILES string, predict its absorption, distribution, metabolism, or excretion properties. Task type varies by dataset: regression for continuous measurements (e.g., permeability, clearance, half-life) or binary classification for categorical outcomes (e.g., BBB penetration, CYP inhibition). For this dataset (solubility_aqsoldb), we predict Y. (1) The compound is CCCCCCCC(=O)Oc1ccc(NC(C)=O)cc1. The Y is -4.44 log mol/L. (2) The compound is CC(=O)C(N=Nc1ccc(N=Nc2c(S(=O)(=O)[O-])cc3c(c2N)C(=O)/C(=N/Nc2ccc(S(=O)(=O)[O-])c4ccccc24)C(S(=O)(=O)[O-])=C3)cc1)C(=O)Nc1ccccc1.[Na+].[Na+].[Na+]. The Y is -2.22 log mol/L. (3) The molecule is Nc1c(Cl)c(Cl)nc(C(=O)O)c1Cl. The Y is -2.75 log mol/L. (4) The drug is Cc1ccc(C(C)C)cc2c(C)ccc1-2. The Y is -5.48 log mol/L. (5) The drug is Clc1cc(Cl)ncn1. The Y is -1.42 log mol/L.